From a dataset of Catalyst prediction with 721,799 reactions and 888 catalyst types from USPTO. Predict which catalyst facilitates the given reaction. (1) Reactant: Cl.[NH2:2][C:3]1[CH:8]=[CH:7][CH:6]=[C:5]([C:9]2[CH:14]=[CH:13][CH:12]=[C:11]([C:15]3[NH:19][N:18]=[N:17][N:16]=3)[CH:10]=2)[C:4]=1[OH:20].[N:21]([O-])=O.[Na+].[CH2:25]1[C:33]2[C:28](=[CH:29][C:30]([N:34]3[C:38](=[O:39])[CH2:37][C:36]([CH3:40])=[N:35]3)=[CH:31][CH:32]=2)[CH2:27][CH2:26]1.C(=O)(O)[O-].[Na+]. Product: [OH:20][C:4]1[C:3]([NH:2][N:21]=[C:37]2[C:36]([CH3:40])=[N:35][N:34]([C:30]3[CH:29]=[C:28]4[C:33](=[CH:32][CH:31]=3)[CH2:25][CH2:26][CH2:27]4)[C:38]2=[O:39])=[CH:8][CH:7]=[CH:6][C:5]=1[C:9]1[CH:14]=[CH:13][CH:12]=[C:11]([C:15]2[NH:19][N:18]=[N:17][N:16]=2)[CH:10]=1. The catalyst class is: 502. (2) Reactant: [CH2:1]([O:3][C:4]([C:6]1[C:15]2[C:10](=[CH:11][C:12]([C:16]#[CH:17])=[CH:13][CH:14]=2)[C:9]([CH3:19])([CH3:18])[CH2:8][C:7]=1[CH3:20])=[O:5])[CH3:2].[CH3:21][O:22][C:23](=[O:32])[CH2:24][C:25]1[CH:30]=[CH:29][C:28](I)=[CH:27][CH:26]=1.C(N(CC)CC)C.C(OCC)(=O)C. Product: [CH2:1]([O:3][C:4]([C:6]1[C:15]2[C:10](=[CH:11][C:12]([C:16]#[C:17][C:28]3[CH:29]=[CH:30][C:25]([CH2:24][C:23]([O:22][CH3:21])=[O:32])=[CH:26][CH:27]=3)=[CH:13][CH:14]=2)[C:9]([CH3:19])([CH3:18])[CH2:8][C:7]=1[CH3:20])=[O:5])[CH3:2]. The catalyst class is: 730. (3) Reactant: [Br:1][C:2]1[C:3]([N:10]([CH:12]2[CH2:17][CH2:16][N:15]([C:18]([O:20][CH2:21][C:22]3[CH:27]=[CH:26][CH:25]=[CH:24][CH:23]=3)=[O:19])[CH2:14][CH2:13]2)[NH2:11])=[N:4][C:5]([C:8]#[N:9])=[N:6][CH:7]=1.[Br:28][CH2:29][C:30]1[CH:38]=[CH:37][C:33]([C:34](Br)=[O:35])=[CH:32][CH:31]=1.CCN(C(C)C)C(C)C. The catalyst class is: 1. Product: [Br:1][C:2]1[C:3]([N:10]([CH:12]2[CH2:13][CH2:14][N:15]([C:18]([O:20][CH2:21][C:22]3[CH:27]=[CH:26][CH:25]=[CH:24][CH:23]=3)=[O:19])[CH2:16][CH2:17]2)[NH:11][C:34]([C:33]2[CH:37]=[CH:38][C:30]([CH2:29][Br:28])=[CH:31][CH:32]=2)=[O:35])=[N:4][C:5]([C:8]#[N:9])=[N:6][CH:7]=1.